Dataset: HIV replication inhibition screening data with 41,000+ compounds from the AIDS Antiviral Screen. Task: Binary Classification. Given a drug SMILES string, predict its activity (active/inactive) in a high-throughput screening assay against a specified biological target. (1) The drug is O=C1c2c(O)ccc(O)c2C(=O)c2c(NCCCCO)ccc(NCCCCO)c21. The result is 1 (active). (2) The compound is COC(=O)C(=NNc1nc(=S)[nH]n1N)C(C#N)c1ccc(Cl)cc1. The result is 0 (inactive).